Task: Predict the product of the given reaction.. Dataset: Forward reaction prediction with 1.9M reactions from USPTO patents (1976-2016) (1) Given the reactants [N+:1]([C:4]1[C:5]([CH:10](C(OC(C)(C)C)=O)[C:11]([O:13][CH2:14][CH3:15])=[O:12])=[N:6][CH:7]=[CH:8][CH:9]=1)([O-:3])=[O:2].FC(F)(F)C(O)=O, predict the reaction product. The product is: [N+:1]([C:4]1[C:5]([CH2:10][C:11]([O:13][CH2:14][CH3:15])=[O:12])=[N:6][CH:7]=[CH:8][CH:9]=1)([O-:3])=[O:2]. (2) Given the reactants [NH2:1][C:2]1[CH:6]=[C:5]([C:7]([CH2:12][OH:13])([CH2:10][OH:11])[CH2:8][OH:9])[O:4][N:3]=1.C(=O)([O-])[O-].[K+].[K+].Cl[C:21]([O:23][C:24]1[CH:29]=[CH:28][CH:27]=[CH:26][CH:25]=1)=[O:22], predict the reaction product. The product is: [OH:11][CH2:10][C:7]([C:5]1[O:4][N:3]=[C:2]([NH:1][C:21](=[O:22])[O:23][C:24]2[CH:29]=[CH:28][CH:27]=[CH:26][CH:25]=2)[CH:6]=1)([CH2:12][OH:13])[CH2:8][OH:9]. (3) Given the reactants [C:1]([CH:5]1[CH2:10][CH2:9][CH:8]([C:11]2[CH:12]=[C:13]([NH:17][C:18](=[O:29])[CH2:19][C:20]3[CH:25]=[CH:24][C:23]([OH:26])=[C:22]([O:27][CH3:28])[CH:21]=3)[CH:14]=[CH:15][CH:16]=2)[CH2:7][CH2:6]1)([CH3:4])([CH3:3])[CH3:2].[Br:30][CH2:31][CH2:32]Br.[OH-].[K+].[OH-].C([N+](CCCC)(CCCC)CCCC)CCC, predict the reaction product. The product is: [Br:30][CH2:31][CH2:32][O:26][C:23]1[CH:24]=[CH:25][C:20]([CH2:19][C:18]([NH:17][C:13]2[CH:14]=[CH:15][CH:16]=[C:11]([CH:8]3[CH2:9][CH2:10][CH:5]([C:1]([CH3:4])([CH3:2])[CH3:3])[CH2:6][CH2:7]3)[CH:12]=2)=[O:29])=[CH:21][C:22]=1[O:27][CH3:28]. (4) Given the reactants [F:1][C:2]1[CH:7]=[CH:6][C:5]([N:8]2[C:13](=[O:14])[C:12]([C:15]([OH:17])=O)=[CH:11][CH:10]=[N:9]2)=[CH:4][CH:3]=1.CCN=C=NCCCN(C)C.C1C=CC2N(O)N=NC=2C=1.CCN(C(C)C)C(C)C.[CH3:48][O:49][C:50]1[CH:82]=[CH:81][C:53]([CH2:54][N:55]2[C:59]3=[N:60][CH:61]=[CH:62][C:63]([N:64]([CH2:73][CH2:74][N:75]4[CH2:80][CH2:79][O:78][CH2:77][CH2:76]4)[C:65]4[CH:70]=[CH:69][C:68]([NH2:71])=[CH:67][C:66]=4[F:72])=[C:58]3[CH:57]=[N:56]2)=[CH:52][CH:51]=1, predict the reaction product. The product is: [CH3:48][O:49][C:50]1[CH:51]=[CH:52][C:53]([CH2:54][N:55]2[C:59]3=[N:60][CH:61]=[CH:62][C:63]([N:64]([CH2:73][CH2:74][N:75]4[CH2:80][CH2:79][O:78][CH2:77][CH2:76]4)[C:65]4[CH:70]=[CH:69][C:68]([NH:71][C:15]([C:12]5[C:13](=[O:14])[N:8]([C:5]6[CH:4]=[CH:3][C:2]([F:1])=[CH:7][CH:6]=6)[N:9]=[CH:10][CH:11]=5)=[O:17])=[CH:67][C:66]=4[F:72])=[C:58]3[CH:57]=[N:56]2)=[CH:81][CH:82]=1. (5) Given the reactants [CH3:1][CH:2]([CH2:4][CH2:5][CH2:6][C@H:7]([C@@H:9]1[C@:26]2([CH3:27])[C@H:12]([C@H:13]3[C@H:23]([CH2:24][CH2:25]2)[C@:21]2([CH3:22])[C:16]([CH2:17][C@@H:18](O)[CH2:19][CH2:20]2)=[CH:15][CH2:14]3)[CH2:11][CH2:10]1)[CH3:8])[CH3:3].CC(CCC[C@H]([C@@H]1[C@]2(C)[C@H]([C@H]3[C@H](CC2)[C@]2(C)C(C[C@@H](NCCCNC(=O)CCNC(=O)CCNC(=O)CCCCCNC4C=CC([N+]([O-])=O)=CC=4[N+]([O-])=O)CC2)=CC3)CC1)C)C.C[Si]([Cl:95])(C)C.C([O-])(O)=O.[Na+], predict the reaction product. The product is: [Cl:95][C@H:18]1[CH2:19][CH2:20][C@@:21]2([CH3:22])[C:16](=[CH:15][CH2:14][C@@H:13]3[C@@H:23]2[CH2:24][CH2:25][C@@:26]2([CH3:27])[C@H:12]3[CH2:11][CH2:10][C@@H:9]2[C@H:7]([CH3:8])[CH2:6][CH2:5][CH2:4][CH:2]([CH3:1])[CH3:3])[CH2:17]1.